From a dataset of Full USPTO retrosynthesis dataset with 1.9M reactions from patents (1976-2016). Predict the reactants needed to synthesize the given product. (1) The reactants are: [Si:1]([O:8][C@@H:9]([CH3:29])[C@H:10]([N:19]1[CH:27]=[N:26][C:25]2[C:20]1=[N:21][CH:22]=[N:23][C:24]=2Cl)[CH2:11][CH2:12][C:13]1[CH:18]=[CH:17][CH:16]=[CH:15][CH:14]=1)([C:4]([CH3:7])([CH3:6])[CH3:5])([CH3:3])[CH3:2].[NH3:30].ClCCl.[CH3:34][OH:35]. Given the product [Si:1]([O:8][C@@H:9]([CH3:29])[C@H:10]([N:19]1[CH:27]=[N:26][C:25]2[C:20]1=[N:21][CH:22]=[N:23][C:24]=2[NH2:30])[CH2:11][CH2:12][C:13]1[CH:18]=[CH:17][CH:16]=[CH:15][CH:14]=1)([C:4]([CH3:7])([CH3:6])[CH3:5])([CH3:3])[CH3:2].[Si:1]([O:8][C@@H:9]([CH3:29])[C@H:10]([N:19]1[CH:27]=[N:26][C:25]2[C:20]1=[N:21][CH:22]=[N:23][C:24]=2[O:35][CH3:34])[CH2:11][CH2:12][C:13]1[CH:18]=[CH:17][CH:16]=[CH:15][CH:14]=1)([C:4]([CH3:7])([CH3:6])[CH3:5])([CH3:3])[CH3:2], predict the reactants needed to synthesize it. (2) Given the product [F:1][C:2]1[CH:3]=[C:4]([CH:20]=[C:21]([N:23]2[CH2:28][CH2:27][O:26][CH2:25][CH2:24]2)[CH:22]=1)[C:5]([NH:7][C:8]1[C:17]2[C:12](=[CH:13][CH:14]=[CH:15][CH:16]=2)[C:11]([CH2:29][N:30]2[CH2:38][CH2:37][O:36][CH2:33][CH2:34]2)=[CH:10][CH:9]=1)=[O:6], predict the reactants needed to synthesize it. The reactants are: [F:1][C:2]1[CH:3]=[C:4]([CH:20]=[C:21]([N:23]2[CH2:28][CH2:27][O:26][CH2:25][CH2:24]2)[CH:22]=1)[C:5]([NH:7][C:8]1[C:17]2[C:12](=[CH:13][CH:14]=[CH:15][CH:16]=2)[C:11](C=O)=[CH:10][CH:9]=1)=[O:6].[C:29]([BH3-])#[N:30].[Na+].[C:33]([O:36][CH2:37][CH3:38])(=O)[CH3:34]. (3) Given the product [F:1][C:2]1[CH:43]=[CH:42][CH:41]=[C:40]([F:44])[C:3]=1[CH2:4][N:5]1[C:10]2[S:11][C:12]([C:18]3[CH:23]=[CH:22][C:21]([NH:24][C:25]([NH:27][O:28][CH3:29])=[O:26])=[CH:20][CH:19]=3)=[C:13]([CH2:14][N:15]([CH3:16])[CH3:17])[C:9]=2[C:8](=[O:30])[N:7]([C:31]2[CH:36]=[CH:35][C:34](=[O:37])[NH:33][N:32]=2)[C:6]1=[O:39], predict the reactants needed to synthesize it. The reactants are: [F:1][C:2]1[CH:43]=[CH:42][CH:41]=[C:40]([F:44])[C:3]=1[CH2:4][N:5]1[C:10]2[S:11][C:12]([C:18]3[CH:23]=[CH:22][C:21]([NH:24][C:25]([NH:27][O:28][CH3:29])=[O:26])=[CH:20][CH:19]=3)=[C:13]([CH2:14][N:15]([CH3:17])[CH3:16])[C:9]=2[C:8](=[O:30])[N:7]([C:31]2[N:32]=[N:33][C:34]([O:37]C)=[CH:35][CH:36]=2)[C:6]1=[O:39].Cl.C(=O)(O)[O-].[Na+].O. (4) The reactants are: [C:1]([N:8]1[CH2:12][CH2:11][CH:10]=[CH:9]1)([O:3][C:4]([CH3:7])([CH3:6])[CH3:5])=[O:2].[Cl:13][C:14]1[CH:19]=[CH:18][C:17]([C:20](Cl)=[N:21][OH:22])=[CH:16][CH:15]=1.C(N(CC)CC)C.O. Given the product [C:4]([O:3][C:1]([N:8]1[CH2:12][C@H:11]2[C@H:10]([C:20]([C:17]3[CH:18]=[CH:19][C:14]([Cl:13])=[CH:15][CH:16]=3)=[N:21][O:22]2)[CH2:9]1)=[O:2])([CH3:7])([CH3:6])[CH3:5], predict the reactants needed to synthesize it. (5) Given the product [CH3:11][C:9]1[N:10]=[C:5]2[CH:4]=[CH:3][C:2]([N:23]3[CH:24]=[CH:25][C:20]([O:19][CH2:18][C:17]4[CH:27]=[CH:28][C:14]([F:13])=[CH:15][CH:16]=4)=[CH:21][C:22]3=[O:26])=[CH:7][N:6]2[C:8]=1[CH3:12], predict the reactants needed to synthesize it. The reactants are: I[C:2]1[CH:3]=[CH:4][C:5]2[N:6]([C:8]([CH3:12])=[C:9]([CH3:11])[N:10]=2)[CH:7]=1.[F:13][C:14]1[CH:28]=[CH:27][C:17]([CH2:18][O:19][C:20]2[CH:25]=[CH:24][NH:23][C:22](=[O:26])[CH:21]=2)=[CH:16][CH:15]=1.C(=O)([O-])[O-].[K+].[K+].CN[C@@H]1CCCC[C@H]1NC.